This data is from Peptide-MHC class II binding affinity with 134,281 pairs from IEDB. The task is: Regression. Given a peptide amino acid sequence and an MHC pseudo amino acid sequence, predict their binding affinity value. This is MHC class II binding data. (1) The peptide sequence is NSFQIEEFGTGVFTT. The MHC is DRB1_1101 with pseudo-sequence DRB1_1101. The binding affinity (normalized) is 0.333. (2) The peptide sequence is IPTLAAQFPFNASDS. The MHC is DRB1_0701 with pseudo-sequence DRB1_0701. The binding affinity (normalized) is 0.359.